Dataset: Catalyst prediction with 721,799 reactions and 888 catalyst types from USPTO. Task: Predict which catalyst facilitates the given reaction. (1) Reactant: [I-].[K+].[CH2:3]([C:5]1[CH:11]=[CH:10][C:8]([NH2:9])=[CH:7][CH:6]=1)[CH3:4].[CH3:12][CH:13]([CH3:16])[CH2:14]O. Product: [CH2:3]([C:5]1[CH:11]=[CH:10][C:8]([NH:9][CH2:12][CH:13]([CH3:16])[CH3:14])=[CH:7][CH:6]=1)[CH3:4]. The catalyst class is: 229. (2) Reactant: C([O:5][C:6](=[O:44])[C:7]1[CH:12]=[CH:11][CH:10]=[C:9]([NH:13][C:14]([C@H:16]2[C@H:20]([C:21]3[CH:26]=[CH:25][CH:24]=[C:23]([Cl:27])[C:22]=3[F:28])[C@:19]([C:31]3[CH:36]=[CH:35][C:34]([Cl:37])=[CH:33][C:32]=3[F:38])([C:29]#[N:30])[C@H:18]([CH2:39][C:40]([CH3:43])([CH3:42])[CH3:41])[NH:17]2)=[O:15])[CH:8]=1)(C)(C)C.C(O)(C(F)(F)F)=O.C(Cl)Cl. Product: [Cl:27][C:23]1[C:22]([F:28])=[C:21]([C@@H:20]2[C@:19]([C:31]3[CH:36]=[CH:35][C:34]([Cl:37])=[CH:33][C:32]=3[F:38])([C:29]#[N:30])[C@H:18]([CH2:39][C:40]([CH3:43])([CH3:41])[CH3:42])[NH:17][C@H:16]2[C:14]([NH:13][C:9]2[CH:8]=[C:7]([CH:12]=[CH:11][CH:10]=2)[C:6]([OH:44])=[O:5])=[O:15])[CH:26]=[CH:25][CH:24]=1. The catalyst class is: 5.